Task: Predict the reactants needed to synthesize the given product.. Dataset: Full USPTO retrosynthesis dataset with 1.9M reactions from patents (1976-2016) (1) The reactants are: [CH3:1][N:2]1[CH:10]=[C:9]2[C:4]([C:5](B3OC(C)(C)C(C)(C)O3)=[CH:6][CH:7]=[CH:8]2)=[N:3]1.Cl[C:21]1[C:26]([Cl:27])=[CH:25][C:24]([Cl:28])=[CH:23][N:22]=1.CN(C=O)C.[O-]P([O-])([O-])=O.[K+].[K+].[K+]. Given the product [Cl:27][C:26]1[C:21]([C:5]2[C:4]3[C:9](=[CH:10][N:2]([CH3:1])[N:3]=3)[CH:8]=[CH:7][CH:6]=2)=[N:22][CH:23]=[C:24]([Cl:28])[CH:25]=1, predict the reactants needed to synthesize it. (2) The reactants are: [C:1]([O:5][C:6]([N:8]1[CH2:13][CH2:12][C:11]([CH:20]=[CH:21][C:22]#[N:23])([CH:14]2[CH2:19][CH2:18][CH2:17][CH2:16][CH2:15]2)[CH2:10][CH2:9]1)=[O:7])([CH3:4])([CH3:3])[CH3:2].N. Given the product [C:1]([O:5][C:6]([N:8]1[CH2:13][CH2:12][C:11]([CH2:20][CH2:21][CH2:22][NH2:23])([CH:14]2[CH2:15][CH2:16][CH2:17][CH2:18][CH2:19]2)[CH2:10][CH2:9]1)=[O:7])([CH3:4])([CH3:3])[CH3:2], predict the reactants needed to synthesize it. (3) Given the product [Cl:14][C:12]1[N:11]=[C:10]2[C:6]([N:7]=[CH:8][N:9]2[CH:15]2[CH2:19][CH2:18][CH2:17][CH2:16]2)=[C:5]([NH:4][CH2:3][CH2:2][NH:1][S:31]([C:34]2[CH:43]=[CH:42][CH:41]=[CH:40][C:35]=2[C:36]([O:38][CH2:39][CH3:23])=[O:37])(=[O:33])=[O:32])[N:13]=1, predict the reactants needed to synthesize it. The reactants are: [NH2:1][CH2:2][CH2:3][NH:4][C:5]1[N:13]=[C:12]([Cl:14])[N:11]=[C:10]2[C:6]=1[N:7]=[CH:8][N:9]2[CH:15]1[CH2:19][CH2:18][CH2:17][CH2:16]1.C(Cl)Cl.[CH2:23](N(CC)CC)C.Cl[S:31]([C:34]1[CH:43]=[CH:42][CH:41]=[CH:40][C:35]=1[C:36]([O:38][CH3:39])=[O:37])(=[O:33])=[O:32]. (4) Given the product [CH3:26][C:23]1[S:24][CH:25]=[C:21]([C:19]([N:15]2[CH2:14][C:13]3([CH2:27][CH2:28][N:10]([CH2:9][CH2:8][O:7][C:6]4[CH:5]=[CH:4][C:3]([CH:2]=[O:1])=[CH:30][CH:29]=4)[CH2:11][CH2:12]3)[O:18][CH2:17][CH2:16]2)=[O:20])[N:22]=1, predict the reactants needed to synthesize it. The reactants are: [OH:1][CH2:2][C:3]1[CH:30]=[CH:29][C:6]([O:7][CH2:8][CH2:9][N:10]2[CH2:28][CH2:27][C:13]3([O:18][CH2:17][CH2:16][N:15]([C:19]([C:21]4[N:22]=[C:23]([CH3:26])[S:24][CH:25]=4)=[O:20])[CH2:14]3)[CH2:12][CH2:11]2)=[CH:5][CH:4]=1. (5) Given the product [CH3:15][O:14][C:11]1[CH:10]=[CH:9][C:8]([CH2:7][O:6][C:5]2[CH:16]=[CH:17][C:2]([B:18]3[O:22][C:21]([CH3:24])([CH3:23])[C:20]([CH3:26])([CH3:25])[O:19]3)=[CH:3][CH:4]=2)=[CH:13][N:12]=1, predict the reactants needed to synthesize it. The reactants are: Br[C:2]1[CH:17]=[CH:16][C:5]([O:6][CH2:7][C:8]2[CH:9]=[CH:10][C:11]([O:14][CH3:15])=[N:12][CH:13]=2)=[CH:4][CH:3]=1.[B:18]1([B:18]2[O:22][C:21]([CH3:24])([CH3:23])[C:20]([CH3:26])([CH3:25])[O:19]2)[O:22][C:21]([CH3:24])([CH3:23])[C:20]([CH3:26])([CH3:25])[O:19]1.C([O-])(=O)C.[K+].